The task is: Predict the reaction yield, written as a fraction of the theoretical maximum amount of product (1.0 means a 100% yield; for example, 0.34 means a 34% yield).. This data is from Reaction yield outcomes from USPTO patents with 853,638 reactions. (1) The reactants are [Sn](Cl)Cl.[Cl:4][C:5]1[CH:10]=[CH:9][C:8]([N+:11]([O-])=O)=[CH:7][C:6]=1[C:14]1[CH:15]=[N:16][CH:17]=[CH:18][CH:19]=1. No catalyst specified. The product is [Cl:4][C:5]1[CH:10]=[CH:9][C:8]([NH2:11])=[CH:7][C:6]=1[C:14]1[CH:15]=[N:16][CH:17]=[CH:18][CH:19]=1. The yield is 0.870. (2) The reactants are [CH:1]([C:4]1[CH:9]=[CH:8][C:7]([S:10](Cl)(=[O:12])=[O:11])=[CH:6][CH:5]=1)([CH3:3])[CH3:2].[CH:14]1[CH:19]=[CH:18][CH:17]=[CH:16][CH:15]=1.[Cl-].[Al+3].[Cl-].[Cl-]. No catalyst specified. The product is [CH:1]([C:4]1[CH:9]=[CH:8][C:7]([S:10]([C:14]2[CH:19]=[CH:18][CH:17]=[CH:16][CH:15]=2)(=[O:12])=[O:11])=[CH:6][CH:5]=1)([CH3:3])[CH3:2]. The yield is 0.990.